From a dataset of Forward reaction prediction with 1.9M reactions from USPTO patents (1976-2016). Predict the product of the given reaction. (1) Given the reactants [C:1]([C:5]1[CH:6]=[C:7]([CH:23]=O)[C:8]([OH:22])=[C:9]([C:11]2[CH:16]=[CH:15][C:14]([O:17][C:18]([F:21])([F:20])[F:19])=[CH:13][CH:12]=2)[CH:10]=1)([CH3:4])([CH3:3])[CH3:2].[CH2:25]1[CH:29]2[CH2:30][CH:31]([NH2:32])[CH:27]([CH2:28]2)[CH2:26]1, predict the reaction product. The product is: [CH:27]12[CH2:28][CH:29]([CH2:25][CH2:26]1)[CH2:30][CH:31]2[NH:32][CH2:23][C:7]1[CH:6]=[C:5]([C:1]([CH3:4])([CH3:3])[CH3:2])[CH:10]=[C:9]([C:11]2[CH:16]=[CH:15][C:14]([O:17][C:18]([F:21])([F:19])[F:20])=[CH:13][CH:12]=2)[C:8]=1[OH:22]. (2) Given the reactants [N:1]1[O:2][N:3]=[C:4]2[CH:9]=[C:8]([C:10]([NH:12][NH2:13])=[O:11])[CH:7]=[CH:6][C:5]=12.[N-:14]=[C:15]=[S:16].[Br:17][C:18]1[CH:23]=[CH:22][CH:21]=[CH:20][C:19]=1[Cl:24], predict the reaction product. The product is: [N:1]1[O:2][N:3]=[C:4]2[CH:9]=[C:8]([C:10]([NH:12][NH:13][C:15]([NH:14][C:21]3[CH:22]=[CH:23][C:18]([Br:17])=[C:19]([Cl:24])[CH:20]=3)=[S:16])=[O:11])[CH:7]=[CH:6][C:5]=12. (3) The product is: [CH:51]1([NH:47][C:10]2[CH:11]=[C:12]3[C:7]([C:6](=[O:17])[C:5]([C:18]([NH:36][CH2:35][C:34]([N:31]4[CH2:30][CH2:29][N:28]([C:26]([O:25][CH2:23][CH3:24])=[O:27])[CH2:33][CH2:32]4)=[O:60])=[O:20])=[CH:4][N:3]3[CH2:1][CH3:2])=[CH:8][C:9]=2[F:14])[CH2:50][CH2:55][CH2:54][CH2:53][CH2:52]1. Given the reactants [CH2:1]([N:3]1[C:12]2[C:7](=[C:8](NC)[C:9]([F:14])=[C:10](F)[CH:11]=2)[C:6](=[O:17])[C:5]([C:18]([O:20]CC)=O)=[CH:4]1)[CH3:2].[CH2:23]([O:25][C:26]([N:28]1[CH2:33][CH2:32][NH:31][CH2:30][CH2:29]1)=[O:27])[CH3:24].[CH3:34][CH2:35][N:36]=C=NCCCN(C)C.Cl.O[N:47]1[C:51]2[CH:52]=[CH:53][CH:54]=[CH:55][C:50]=2N=N1.CN(C=[O:60])C, predict the reaction product. (4) Given the reactants [OH:1][C:2]1[CH:10]=[CH:9][C:5]([CH2:6][C:7]#[N:8])=[CH:4][CH:3]=1.C(=O)([O-])[O-].[K+].[K+].Br[CH:18]([CH3:21])[C:19]#[N:20], predict the reaction product. The product is: [C:7]([CH2:6][C:5]1[CH:9]=[CH:10][C:2]([O:1][CH:18]([CH3:21])[C:19]#[N:20])=[CH:3][CH:4]=1)#[N:8]. (5) Given the reactants O[C:2]1[CH:7]=[CH:6][C:5]([C:8]([F:11])([F:10])[F:9])=[CH:4][C:3]=1[NH:12][C:13](=[O:24])[C:14]1[CH:19]=[C:18]([N+:20]([O-:22])=[O:21])[CH:17]=[CH:16][C:15]=1[F:23].O.C1(C)C=CC(S(O)(=O)=O)=CC=1, predict the reaction product. The product is: [N+:20]([C:18]1[CH:19]=[C:14]([C:13]2[O:24][C:2]3[CH:7]=[CH:6][C:5]([C:8]([F:10])([F:9])[F:11])=[CH:4][C:3]=3[N:12]=2)[C:15]([F:23])=[CH:16][CH:17]=1)([O-:22])=[O:21].